Dataset: Full USPTO retrosynthesis dataset with 1.9M reactions from patents (1976-2016). Task: Predict the reactants needed to synthesize the given product. Given the product [NH2:1][C:2]1[CH:10]=[C:9]([Br:11])[CH:8]=[C:7]([F:12])[C:3]=1[C:4]([O:6][CH3:13])=[O:5], predict the reactants needed to synthesize it. The reactants are: [NH2:1][C:2]1[CH:10]=[C:9]([Br:11])[CH:8]=[C:7]([F:12])[C:3]=1[C:4]([OH:6])=[O:5].[C:13]([O-])([O-])=O.[Cs+].[Cs+].CI.O.